Dataset: Forward reaction prediction with 1.9M reactions from USPTO patents (1976-2016). Task: Predict the product of the given reaction. (1) Given the reactants [CH3:1][C:2]1[C:10]([O:11][CH:12]([CH3:14])[CH3:13])=[CH:9][CH:8]=[CH:7][C:3]=1[C:4]([OH:6])=[O:5].[Br:15]Br.OS(O)(=O)=O, predict the reaction product. The product is: [Br:15][C:7]1[C:3]([C:4]([OH:6])=[O:5])=[C:2]([CH3:1])[C:10]([O:11][CH:12]([CH3:14])[CH3:13])=[CH:9][CH:8]=1. (2) Given the reactants [Li]CCCC.C(N[CH:10]([CH3:12])[CH3:11])(C)C.CN1CCCN(C)C1=O.[CH3:22][O:23][C:24]([CH:26]1[CH2:35][CH:34]([C:36]([O:38][CH3:39])=[O:37])[CH2:33][C:28]2([O:32][CH2:31][CH2:30][O:29]2)[CH2:27]1)=[O:25].C(Br)C=C, predict the reaction product. The product is: [CH3:39][O:38][C:36]([C:34]1([CH2:12][CH:10]=[CH2:11])[CH2:35][CH:26]([C:24]([O:23][CH3:22])=[O:25])[CH2:27][C:28]2([O:29][CH2:30][CH2:31][O:32]2)[CH2:33]1)=[O:37]. (3) The product is: [CH2:3]1[CH:4]([CH2:7][OH:8])[CH2:5][CH2:6][CH:1]([CH2:9][OH:10])[CH2:2]1. Given the reactants [C@H:1]1([CH2:9][OH:10])[CH2:6][CH2:5][C@H:4]([CH2:7][OH:8])[CH2:3][CH2:2]1.CN1CCOCC1.P(Cl)(Cl)(=O)OCCCCCC, predict the reaction product.